From a dataset of Full USPTO retrosynthesis dataset with 1.9M reactions from patents (1976-2016). Predict the reactants needed to synthesize the given product. (1) Given the product [CH3:40][C:41]1[N:46]=[C:45]([NH:47][C:5]([N:25]2[C@@H:26]3[CH2:31][N:30]([CH2:29][CH2:28][CH2:27]3)[C:23]3[CH:22]=[CH:21][C:20]([C:18]4[CH:17]=[CH:16][N:15]=[C:14]([CH3:13])[CH:19]=4)=[N:32][C:24]2=3)=[O:11])[CH:44]=[N:43][CH:42]=1, predict the reactants needed to synthesize it. The reactants are: ClC(Cl)(O[C:5](=[O:11])OC(Cl)(Cl)Cl)Cl.[CH3:13][C:14]1[CH:19]=[C:18]([C:20]2[CH:21]=[CH:22][C:23]3[N:30]4[CH2:31][C@H:26]([CH2:27][CH2:28][CH2:29]4)[NH:25][C:24]=3[N:32]=2)[CH:17]=[CH:16][N:15]=1.C(N(CC)CC)C.[CH3:40][C:41]1[N:46]=[C:45]([NH2:47])[CH:44]=[N:43][CH:42]=1. (2) Given the product [CH3:1][N:2]1[C@@H:18]2[CH2:19][C:7]3=[CH:8][CH:9]=[C:10]([OH:22])[C:11]4[O:12][C@H:13]5[C:14]([CH2:15][CH2:16][C@:17]2([OH:23])[C@:5]5([C:6]=43)[CH2:4][CH2:3]1)=[O:20], predict the reactants needed to synthesize it. The reactants are: [CH3:1][N:2]1[C@@H:18]2[CH2:19][C:7]3[CH:8]=[CH:9][C:10]([OH:22])=[C:11]4[O:12][C@H:13]5[C:14]([O:20]C)=[CH:15][CH:16]=[C:17]2[C@:5]5([C:6]=34)[CH2:4][CH2:3]1.[OH2:23]. (3) Given the product [CH2:1]([C@@H:3]1[CH2:4][CH2:5][C@H:6]([O:9][C:10]2[CH:11]=[C:12]3[C:17](=[CH:18][CH:19]=2)[CH:16]=[C:15]([CH2:20][N:21]2[CH2:22][CH2:23][CH:24]([C:27]([OH:29])=[O:28])[CH2:25][CH2:26]2)[CH:14]=[CH:13]3)[CH2:7][CH2:8]1)[CH3:2], predict the reactants needed to synthesize it. The reactants are: [CH2:1]([C@@H:3]1[CH2:8][CH2:7][C@H:6]([O:9][C:10]2[CH:11]=[C:12]3[C:17](=[CH:18][CH:19]=2)[CH:16]=[C:15]([CH2:20][N:21]2[CH2:26][CH2:25][CH:24]([C:27]([O:29]CC)=[O:28])[CH2:23][CH2:22]2)[CH:14]=[CH:13]3)[CH2:5][CH2:4]1)[CH3:2].[OH-].[Na+]. (4) Given the product [CH3:11][O:12][CH2:13][CH2:14][N:15]1[CH:1]([C:2]2[CH:7]=[CH:6][CH:5]=[C:4]([O:8][CH3:9])[CH:3]=2)[CH:17]([C:16]([NH:36][C:32]2[CH:33]=[CH:34][CH:35]=[C:30]([O:29][CH3:28])[CH:31]=2)=[O:27])[C:18]2[C:19](=[CH:23][CH:24]=[CH:25][CH:26]=2)[C:20]1=[O:22], predict the reactants needed to synthesize it. The reactants are: [CH:1](=O)[C:2]1[CH:7]=[CH:6][CH:5]=[C:4]([O:8][CH3:9])[CH:3]=1.[CH3:11][O:12][CH2:13][CH2:14][NH2:15].[C:16]1(=[O:27])[O:22][C:20](=O)[C:19]2=[CH:23][CH:24]=[CH:25][CH:26]=[C:18]2[CH2:17]1.[CH3:28][O:29][C:30]1[CH:35]=[CH:34][CH:33]=[C:32]([NH2:36])[CH:31]=1. (5) The reactants are: [Cl:1][C:2]1[CH:3]=[C:4]([C:8]2[CH:13]=[CH:12][C:11]([CH2:14][C@@H:15]([NH:22][C:23]([C:25]3[S:29][C:28]([O:30]C)=[N:27][CH:26]=3)=[O:24])[CH2:16][C:17]([O:19][CH2:20][CH3:21])=[O:18])=[CH:10][CH:9]=2)[CH:5]=[CH:6][CH:7]=1.Cl. Given the product [Cl:1][C:2]1[CH:3]=[C:4]([C:8]2[CH:9]=[CH:10][C:11]([CH2:14][C@@H:15]([NH:22][C:23]([C:25]3[S:29][C:28](=[O:30])[NH:27][CH:26]=3)=[O:24])[CH2:16][C:17]([O:19][CH2:20][CH3:21])=[O:18])=[CH:12][CH:13]=2)[CH:5]=[CH:6][CH:7]=1, predict the reactants needed to synthesize it. (6) Given the product [CH3:33][C:2]1[C:3]2[N:4]([C:8]([C@H:11]3[CH2:12][CH2:13][C@H:14]([N:17]4[CH2:22][CH2:21][N:20]([C:23]([O:25][CH2:26][C:27]5[CH:28]=[CH:29][CH:30]=[CH:31][CH:32]=5)=[O:24])[CH2:19][CH2:18]4)[CH2:15][CH2:16]3)=[N:9][CH:10]=2)[CH:5]=[CH:6][N:7]=1, predict the reactants needed to synthesize it. The reactants are: Cl[C:2]1[C:3]2[N:4]([C:8]([C@H:11]3[CH2:16][CH2:15][C@H:14]([N:17]4[CH2:22][CH2:21][N:20]([C:23]([O:25][CH2:26][C:27]5[CH:32]=[CH:31][CH:30]=[CH:29][CH:28]=5)=[O:24])[CH2:19][CH2:18]4)[CH2:13][CH2:12]3)=[N:9][CH:10]=2)[CH:5]=[CH:6][N:7]=1.[C:33](=O)([O-])[O-].[K+].[K+].CB1OB(C)OB(C)O1.ClCCl. (7) Given the product [CH3:30][O:29][C:27](=[O:28])[NH:21][C:17]1[C:18]([NH2:20])=[N:19][C:14]([N:7]2[C:8]3[C:9](=[N:10][CH:11]=[CH:12][CH:13]=3)[C:5]([CH2:4][C:3]3[CH:22]=[CH:23][CH:24]=[CH:25][C:2]=3[F:1])=[N:6]2)=[N:15][CH:16]=1, predict the reactants needed to synthesize it. The reactants are: [F:1][C:2]1[CH:25]=[CH:24][CH:23]=[CH:22][C:3]=1[CH2:4][C:5]1[C:9]2=[N:10][CH:11]=[CH:12][CH:13]=[C:8]2[N:7]([C:14]2[N:19]=[C:18]([NH2:20])[C:17]([NH2:21])=[CH:16][N:15]=2)[N:6]=1.Cl[C:27]([O:29][CH3:30])=[O:28].C(OCC)(=O)C.